Dataset: Catalyst prediction with 721,799 reactions and 888 catalyst types from USPTO. Task: Predict which catalyst facilitates the given reaction. Reactant: C([C@H:8]([CH:12]([NH2:23])[CH2:13][C:14]1[CH:19]=[C:18]([F:20])[C:17]([F:21])=[CH:16][C:15]=1[F:22])[C:9]([OH:11])=O)(OC(C)(C)C)=O.ON1C2C=C[CH:32]=[CH:33][C:28]=2N=N1.[CH2:34](N(CC)CC)C.Cl.C(N=C=NCCCN(C)C)C.FC(F)(F)[C:55]([OH:57])=[O:56].[CH:60]1([C:63]2[N:67]=[C:66]([C@@H:68]([NH2:72])[CH:69]([CH3:71])[CH3:70])[O:65][N:64]=2)[CH2:62][CH2:61]1. Product: [C:33]([O:57][C:55](=[O:56])[NH:23][C@@H:12]([CH2:8][C:9](=[O:11])[NH:72][C@H:68]([C:66]1[O:65][N:64]=[C:63]([CH:60]2[CH2:62][CH2:61]2)[N:67]=1)[CH:69]([CH3:70])[CH3:71])[CH2:13][C:14]1[CH:19]=[C:18]([F:20])[C:17]([F:21])=[CH:16][C:15]=1[F:22])([CH3:32])([CH3:28])[CH3:34]. The catalyst class is: 391.